This data is from Full USPTO retrosynthesis dataset with 1.9M reactions from patents (1976-2016). The task is: Predict the reactants needed to synthesize the given product. (1) Given the product [CH3:1][O:2][C:3]1[CH:4]=[CH:5][C:6]([CH2:7][N:8]2[C:16]3[C:11](=[CH:12][CH:13]=[CH:14][CH:15]=3)[C:10]([CH2:17][O:18][CH2:22][C:23]([OH:25])=[O:24])=[N:9]2)=[CH:19][CH:20]=1, predict the reactants needed to synthesize it. The reactants are: [CH3:1][O:2][C:3]1[CH:20]=[CH:19][C:6]([CH2:7][N:8]2[C:16]3[C:11](=[CH:12][CH:13]=[CH:14][CH:15]=3)[C:10]([CH2:17][OH:18])=[N:9]2)=[CH:5][CH:4]=1.Br[CH2:22][C:23]([OH:25])=[O:24].[H-].[Na+]. (2) Given the product [C:1]([C:5]1[CH:6]=[CH:7][C:8]([C:9]([NH:26][C:27]2[CH:32]=[CH:31][CH:30]=[C:29]([N+:33]([O-:35])=[O:34])[C:28]=2[OH:36])=[O:11])=[CH:12][CH:13]=1)([CH3:2])([CH3:3])[CH3:4], predict the reactants needed to synthesize it. The reactants are: [C:1]([C:5]1[CH:13]=[CH:12][C:8]([C:9]([OH:11])=O)=[CH:7][CH:6]=1)([CH3:4])([CH3:3])[CH3:2].C(N1C=CN=C1)(N1C=CN=C1)=O.[NH2:26][C:27]1[CH:32]=[CH:31][CH:30]=[C:29]([N+:33]([O-:35])=[O:34])[C:28]=1[OH:36].O. (3) Given the product [Br:18][C:13]1[C:14]([O:16][CH3:17])=[CH:15][C:9]2[S:8][C:7]([NH:6][C:4]([NH:3][CH2:1][CH3:2])=[O:5])=[N:11][C:10]=2[CH:12]=1, predict the reactants needed to synthesize it. The reactants are: [CH2:1]([NH:3][C:4]([NH:6][C:7]1[S:8][C:9]2[CH:15]=[C:14]([O:16][CH3:17])[CH:13]=[CH:12][C:10]=2[N:11]=1)=[O:5])[CH3:2].[Br:18]Br. (4) Given the product [Si:14]([O:21][CH:22]1[CH2:25][N:24]([CH2:26][C@H:27]([OH:32])[C:28]([NH:5][C:6]2[CH:13]=[CH:12][C:9]([C:10]#[N:11])=[CH:8][N:7]=2)=[O:29])[CH2:23]1)([C:17]([CH3:20])([CH3:19])[CH3:18])([CH3:16])[CH3:15], predict the reactants needed to synthesize it. The reactants are: C[Al](C)C.[NH2:5][C:6]1[CH:13]=[CH:12][C:9]([C:10]#[N:11])=[CH:8][N:7]=1.[Si:14]([O:21][CH:22]1[CH2:25][N:24]([CH2:26][C@H:27]([OH:32])[C:28](OC)=[O:29])[CH2:23]1)([C:17]([CH3:20])([CH3:19])[CH3:18])([CH3:16])[CH3:15]. (5) Given the product [CH:1]1([S:4]([C:7]2[CH:8]=[CH:9][C:10]([CH:13]([CH2:18][CH:19]3[CH2:24][CH2:23][O:22][CH2:21][CH2:20]3)[C:14](=[O:17])[CH2:15][CH2:16][C:36]([C:34]3[S:35][C:31]([CH:26]([OH:25])[C:27]([OH:30])([CH3:28])[CH3:29])=[CH:32][N:33]=3)=[O:37])=[CH:11][CH:12]=2)(=[O:6])=[O:5])[CH2:3][CH2:2]1, predict the reactants needed to synthesize it. The reactants are: [CH:1]1([S:4]([C:7]2[CH:12]=[CH:11][C:10]([CH:13]([CH2:18][CH:19]3[CH2:24][CH2:23][O:22][CH2:21][CH2:20]3)[C:14](=[O:17])[CH:15]=[CH2:16])=[CH:9][CH:8]=2)(=[O:6])=[O:5])[CH2:3][CH2:2]1.[OH:25][CH:26]([C:31]1[S:35][C:34]([CH:36]=[O:37])=[N:33][CH:32]=1)[C:27]([OH:30])([CH3:29])[CH3:28].C(N(CC)CC)C.O1CCCC1.